This data is from Catalyst prediction with 721,799 reactions and 888 catalyst types from USPTO. The task is: Predict which catalyst facilitates the given reaction. (1) Reactant: [C:1]([CH2:3][NH:4][C:5](=[O:27])[C@@H:6]([NH:11][C@@H:12]([C:20]1[CH:25]=[CH:24][C:23](Br)=[CH:22][CH:21]=1)[C:13]1[CH:18]=[CH:17][C:16]([F:19])=[CH:15][CH:14]=1)[CH2:7][CH:8]([CH3:10])[CH3:9])#[N:2].[CH3:28][S:29]([C:32]1[CH:37]=[CH:36][C:35](B2OC(C)(C)C(C)(C)O2)=[CH:34][CH:33]=1)(=[O:31])=[O:30].C(=O)([O-])[O-].[K+].[K+].C(OCC)(=O)C. Product: [C:1]([CH2:3][NH:4][C:5](=[O:27])[C@H:6]([CH2:7][CH:8]([CH3:10])[CH3:9])[NH:11][C@H:12]([C:13]1[CH:18]=[CH:17][C:16]([F:19])=[CH:15][CH:14]=1)[C:20]1[CH:25]=[CH:24][C:23]([C:35]2[CH:36]=[CH:37][C:32]([S:29]([CH3:28])(=[O:31])=[O:30])=[CH:33][CH:34]=2)=[CH:22][CH:21]=1)#[N:2]. The catalyst class is: 151. (2) Reactant: [Br:1][C:2]1[CH:3]=[C:4]2[C:9](=[CH:10][CH:11]=1)[C:8]([CH2:12][N:13]([CH3:15])[CH3:14])=[C:7]([OH:16])[CH:6]=[CH:5]2.[C:17]([Cl:20])(=[O:19])[CH3:18]. Product: [ClH:20].[C:17]([O:16][C:7]1[CH:6]=[CH:5][C:4]2[C:9](=[CH:10][CH:11]=[C:2]([Br:1])[CH:3]=2)[C:8]=1[CH2:12][N:13]([CH3:14])[CH3:15])(=[O:19])[CH3:18]. The catalyst class is: 2. (3) Reactant: [CH3:1][O:2][C:3]1[CH:30]=[CH:29][C:28]([N+:31]([O-])=O)=[CH:27][C:4]=1[CH2:5][O:6][CH2:7][C:8]1([C:21]2[CH:26]=[CH:25][CH:24]=[CH:23][CH:22]=2)[CH2:13][CH2:12][N:11]([C:14]([O:16][C:17]([CH3:20])([CH3:19])[CH3:18])=[O:15])[CH2:10][CH2:9]1. Product: [NH2:31][C:28]1[CH:29]=[CH:30][C:3]([O:2][CH3:1])=[C:4]([CH:27]=1)[CH2:5][O:6][CH2:7][C:8]1([C:21]2[CH:22]=[CH:23][CH:24]=[CH:25][CH:26]=2)[CH2:13][CH2:12][N:11]([C:14]([O:16][C:17]([CH3:20])([CH3:19])[CH3:18])=[O:15])[CH2:10][CH2:9]1. The catalyst class is: 19. (4) Reactant: [OH:1][C@@H:2]1[CH2:11][C:6]2([CH2:10][CH2:9][CH2:8][CH2:7]2)[C@@H:5]([C:12]([O:14][CH3:15])=[O:13])[C:4]([CH3:16])=[CH:3]1.[C:17](OC(=O)C)(=[O:19])[CH3:18].C([O-])(=O)C.[Na+]. The catalyst class is: 74. Product: [C:17]([O:1][C@@H:2]1[CH2:11][C:6]2([CH2:7][CH2:8][CH2:9][CH2:10]2)[C@@H:5]([C:12]([O:14][CH3:15])=[O:13])[C:4]([CH3:16])=[CH:3]1)(=[O:19])[CH3:18]. (5) Reactant: C[O:2][C:3](=[O:31])[C@@H:4]([NH:13][C:14](=[O:30])[C:15]1[CH:20]=[C:19]([Cl:21])[CH:18]=[CH:17][C:16]=1[O:22][CH2:23][CH2:24][CH2:25][CH2:26][CH2:27][CH2:28][CH3:29])[CH2:5][C:6]1[CH:11]=[CH:10][C:9](Br)=[CH:8][CH:7]=1.[F:32][C:33](B(O)O)([F:35])[F:34].[C:39]([O-:42])([O-])=O.[Na+].[Na+]. Product: [Cl:21][C:19]1[CH:18]=[CH:17][C:16]([O:22][CH2:23][CH2:24][CH2:25][CH2:26][CH2:27][CH2:28][CH3:29])=[C:15]([CH:20]=1)[C:14]([NH:13][C@@H:4]([CH2:5][C:6]1[CH:7]=[CH:8][C:9]([C:5]2[CH:6]=[CH:7][C:39]([O:42][C:33]([F:35])([F:34])[F:32])=[CH:3][CH:4]=2)=[CH:10][CH:11]=1)[C:3]([OH:2])=[O:31])=[O:30]. The catalyst class is: 45.